This data is from Experimentally validated miRNA-target interactions with 360,000+ pairs, plus equal number of negative samples. The task is: Binary Classification. Given a miRNA mature sequence and a target amino acid sequence, predict their likelihood of interaction. (1) Result: 0 (no interaction). The miRNA is hsa-miR-365a-3p with sequence UAAUGCCCCUAAAAAUCCUUAU. The protein sequence of the target gene is MMAMNSKQPFGMHPVLQEPKFSSLHSGSEAMRRVCLPAPQLQGNIFGSFDESLLARAEALAAVDIVSHGKNHPFKPDATYHTMSSVPCTSTSSTVPISHPAALTSHPHHAVHQGLEGDLLEHISPTLSVSGLGAPEHSVMPAQIHPHHLGAMGHLHQAMGMSHPHTVAPHSAMPACLSDVESDPRELEAFAERFKQRRIKLGVTQADVGAALANLKIPGVGSLSQSTICRFESLTLSHNNMIALKPVLQAWLEEAEAAYREKNSKPELFNGSERKRKRTSIAAPEKRSLEAYFAIQPRPS.... (2) The miRNA is ath-miR156d-5p with sequence UGACAGAAGAGAGUGAGCAC. The protein sequence of the target gene is MGAFLDKPKTEKHNAHGAGNGLRYGLSSMQGWRVEMEDAHTAVVGIPHGLEDWSFFAVYDGHAGSRVANYCSTHLLEHITTNEDFRAAGKSGSALELSVENVKNGIRTGFLKIDEYMRNFSDLRNGMDRSGSTAVGVMISPKHIYFINCGDSRAVLYRNGQVCFSTQDHKPCNPREKERIQNAGGSVMIQRVNGSLAVSRALGDYDYKCVDGKGPTEQLVSPEPEVYEILRAEEDEFIILACDGIWDVMSNEELCEYVKSRLEVSDDLENVCNWVVDTCLHKGSRDNMSIVLVCFSNAPK.... Result: 0 (no interaction). (3) The miRNA is hsa-miR-6727-3p with sequence UCCUGCCACCUCCUCCGCAG. The protein sequence of the target gene is MAGSYPEGAPAILADKRQQFGSRFLSDPARVFHHNAWDNVEWSEEQAAAAERKVQENSIQRVCQEKQVDYEINAHKYWNDFYKIHENGFFKDRHWLFTEFPELAPSQNQNHLKDWFLENKSEVCECRNNEDGPGLIMEEQHKCSSKSLEHKTQTPPVEENVTQKISDLEICADEFPGSSATYRILEVGCGVGNTVFPILQTNNDPGLFVYCCDFSSTAIELVQTNSEYDPSRCFAFVHDLCDEEKSYPVPKGSLDIIILIFVLSAVVPDKMQKAINRLSRLLKPGGMVLLRDYGRYDMAQ.... Result: 1 (interaction).